The task is: Regression. Given a peptide amino acid sequence and an MHC pseudo amino acid sequence, predict their binding affinity value. This is MHC class II binding data.. This data is from Peptide-MHC class II binding affinity with 134,281 pairs from IEDB. (1) The peptide sequence is NEWITDFAGKTVWFV. The MHC is DRB1_0101 with pseudo-sequence DRB1_0101. The binding affinity (normalized) is 0.314. (2) The peptide sequence is PSPSMGRDIKVQFQS. The MHC is DRB4_0101 with pseudo-sequence DRB4_0103. The binding affinity (normalized) is 0.669. (3) The peptide sequence is SGKAFGAMAKKGQED. The MHC is HLA-DPA10103-DPB10401 with pseudo-sequence HLA-DPA10103-DPB10401. The binding affinity (normalized) is 0. (4) The peptide sequence is LFKEKEVKKEIKDPL. The MHC is DRB5_0101 with pseudo-sequence DRB5_0101. The binding affinity (normalized) is 0.503. (5) The peptide sequence is THHYFVDLIGGAMLSL. The MHC is DRB1_1501 with pseudo-sequence DRB1_1501. The binding affinity (normalized) is 0.472.